From a dataset of Reaction yield outcomes from USPTO patents with 853,638 reactions. Predict the reaction yield, written as a fraction of the theoretical maximum amount of product (1.0 means a 100% yield; for example, 0.34 means a 34% yield). (1) The reactants are [O:1]1[CH:5]=[CH:4][CH:3]=[C:2]1[C:6]([NH:8][C:9]1[CH2:14][CH2:13][CH2:12][CH2:11][C:10]=1[C:15]([O:17]CC)=[O:16])=O.O[Li].O.O1C=CC=C1C(NC1CCCCC=1C(O)=O)=O.CCN=C=NCCCN(C)C.Cl.C1C=CC2N(O)N=NC=2C=1. The catalyst is C1COCC1.ClCCl.O. The product is [O:1]1[CH:5]=[CH:4][CH:3]=[C:2]1[C:6]1[O:17][C:15](=[O:16])[C:10]2[CH2:11][CH2:12][CH2:13][CH2:14][C:9]=2[N:8]=1. The yield is 0.600. (2) The reactants are [CH3:1][O:2][C:3]1[CH:4]=[CH:5][C:6]2[C:10]([O:11][C:12]3[CH:17]=[CH:16][C:15](/[CH:18]=[CH:19]/[C:20]([O:22][CH3:23])=[O:21])=[CH:14][CH:13]=3)=[CH:9][S:8][C:7]=2[CH:24]=1.[Br:25]N1C(=O)CCC1=O. The catalyst is C1COCC1. The product is [Br:25][C:9]1[S:8][C:7]2[CH:24]=[C:3]([O:2][CH3:1])[CH:4]=[CH:5][C:6]=2[C:10]=1[O:11][C:12]1[CH:17]=[CH:16][C:15](/[CH:18]=[CH:19]/[C:20]([O:22][CH3:23])=[O:21])=[CH:14][CH:13]=1. The yield is 0.930. (3) The product is [CH:22]1[CH:23]=[CH:24][C:19]2[N:18]([OH:17])[N:26]=[N:25][C:20]=2[CH:21]=1. The reactants are C1CN([P+]([O:17][N:18]2[N:26]=[N:25][C:20]3[CH:21]=[CH:22][CH:23]=[CH:24][C:19]2=3)(N2CCCC2)N2CCCC2)CC1.F[P-](F)(F)(F)(F)F.C[NH-]. The yield is 0.930. No catalyst specified. (4) The reactants are [F:1][C:2]1[CH:3]=[C:4]([CH:29]=[C:30]([F:32])[CH:31]=1)[CH2:5][NH:6][C:7]1[CH:12]=[C:11]([NH:13][C:14]2[CH:19]=[CH:18][C:17]([N:20]3[CH2:25][CH2:24][O:23][CH2:22][CH2:21]3)=[CH:16][CH:15]=2)[N:10]=[CH:9][C:8]=1C(O)=O.Cl.C(N=C=NCCCN(C)C)C.O.O[N:47]1[C:51]2[CH:52]=CC=CC=2N=N1.C(N)C.C1C[O:62][CH2:61][CH2:60]1. The catalyst is CS(C)=O.O. The product is [F:1][C:2]1[CH:3]=[C:4]([CH:29]=[C:30]([F:32])[CH:31]=1)[CH2:5][NH:6][C:7]1[CH:12]=[C:11]([NH:13][C:14]2[CH:19]=[CH:18][C:17]([N:20]3[CH2:21][CH2:22][O:23][CH2:24][CH2:25]3)=[CH:16][CH:15]=2)[N:10]=[CH:9][C:8]=1[CH2:60][C:61]([NH:47][CH2:51][CH3:52])=[O:62]. The yield is 0.130. (5) The reactants are [CH3:1][O:2][C:3](=[O:27])[C:4]1[CH:9]=[C:8]([N:10]2[CH2:14][CH2:13][CH2:12][C:11]2=[O:15])[CH:7]=[CH:6][C:5]=1[NH:16][C:17](=[O:26])[C:18]1[CH:23]=[CH:22][CH:21]=[C:20]([CH2:24]Cl)[CH:19]=1.C(N(CC)CC)C.[CH3:35][CH:36]([OH:43])[CH2:37][NH:38][CH2:39][CH:40]([OH:42])[CH3:41].COC1C=C(C=CC=1OC)C(Cl)=O. The catalyst is C(Cl)Cl. The product is [CH3:1][O:2][C:3](=[O:27])[C:4]1[CH:9]=[C:8]([N:10]2[CH2:14][CH2:13][CH2:12][C:11]2=[O:15])[CH:7]=[CH:6][C:5]=1[NH:16][C:17](=[O:26])[C:18]1[CH:23]=[CH:22][CH:21]=[C:20]([CH2:24][N:38]([CH2:39][CH:40]([OH:42])[CH3:41])[CH2:37][CH:36]([OH:43])[CH3:35])[CH:19]=1. The yield is 0.470. (6) The reactants are [O:1]=[C:2]1[CH2:8][CH2:7][N:6]([S:9]([C:12]2[CH:18]=[CH:17][C:15]([CH3:16])=[CH:14][CH:13]=2)(=[O:11])=[O:10])[CH2:5][CH2:4][CH:3]1[C:19]([O:21][CH2:22][CH3:23])=[O:20].[C:24](=O)([O-])[O-].[K+].[K+].CI. The catalyst is CC(C)=O. The product is [CH3:24][C:3]1([C:19]([O:21][CH2:22][CH3:23])=[O:20])[C:2](=[O:1])[CH2:8][CH2:7][N:6]([S:9]([C:12]2[CH:18]=[CH:17][C:15]([CH3:16])=[CH:14][CH:13]=2)(=[O:11])=[O:10])[CH2:5][CH2:4]1. The yield is 0.700. (7) The reactants are [CH3:1][N:2]1[C:6]([C:7]2[CH:8]=[C:9]([C:15]([O:17][CH3:18])=[O:16])[S:10][C:11]=2[CH2:12][CH2:13][CH3:14])=[CH:5][CH:4]=[N:3]1.[Br:19]N1C(=O)CCC1=O. The catalyst is O1CCCC1. The product is [Br:19][C:5]1[CH:4]=[N:3][N:2]([CH3:1])[C:6]=1[C:7]1[CH:8]=[C:9]([C:15]([O:17][CH3:18])=[O:16])[S:10][C:11]=1[CH2:12][CH2:13][CH3:14]. The yield is 0.500. (8) The reactants are [F:1][C:2]1([F:54])[CH2:7][CH2:6][CH:5]([C:8]2[C:17]3[CH:16]([O:18]CC4C=CC(OC)=CC=4)[CH2:15][C:14]([CH3:29])([CH3:28])[CH2:13][C:12]=3[N:11]=[C:10]([CH:30]3[CH2:35][CH2:34][N:33]([C:36]4[N:41]=[CH:40][CH:39]=[CH:38][N:37]=4)[CH2:32][CH2:31]3)[C:9]=2[CH:42]([F:53])[C:43]2[CH:48]=[CH:47][C:46]([C:49]([F:52])([F:51])[F:50])=[CH:45][CH:44]=2)[CH2:4][CH2:3]1.Cl.C(=O)([O-])O.[Na+]. The catalyst is O1CCOCC1. The product is [F:54][C:2]1([F:1])[CH2:3][CH2:4][CH:5]([C:8]2[C:17]3[CH:16]([OH:18])[CH2:15][C:14]([CH3:28])([CH3:29])[CH2:13][C:12]=3[N:11]=[C:10]([CH:30]3[CH2:31][CH2:32][N:33]([C:36]4[N:41]=[CH:40][CH:39]=[CH:38][N:37]=4)[CH2:34][CH2:35]3)[C:9]=2[CH:42]([F:53])[C:43]2[CH:44]=[CH:45][C:46]([C:49]([F:50])([F:52])[F:51])=[CH:47][CH:48]=2)[CH2:6][CH2:7]1. The yield is 0.860.